Predict the reactants needed to synthesize the given product. From a dataset of Full USPTO retrosynthesis dataset with 1.9M reactions from patents (1976-2016). (1) The reactants are: [OH:1][C:2]1[CH:3]=[C:4]([CH:7]=[CH:8][CH:9]=1)[C:5]#[N:6].Br[CH:11]([CH2:17][CH2:18][CH3:19])[C:12]([O:14][CH2:15][CH3:16])=[O:13].C(=O)([O-])[O-].[Cs+].[Cs+]. Given the product [C:5]([C:4]1[CH:3]=[C:2]([CH:9]=[CH:8][CH:7]=1)[O:1][CH:11]([CH2:17][CH2:18][CH3:19])[C:12]([O:14][CH2:15][CH3:16])=[O:13])#[N:6], predict the reactants needed to synthesize it. (2) Given the product [Br:23][C:22]1[C:2]([NH:1][S:25]([CH3:24])(=[O:27])=[O:26])=[CH:3][C:4]2[O:8][C:7]([C:9]3[CH:10]=[CH:11][C:12]([C:15]#[N:16])=[CH:13][CH:14]=3)=[C:6]([C:17]([NH:19][CH3:20])=[O:18])[C:5]=2[CH:21]=1, predict the reactants needed to synthesize it. The reactants are: [NH2:1][C:2]1[C:22]([Br:23])=[CH:21][C:5]2[C:6]([C:17]([NH:19][CH3:20])=[O:18])=[C:7]([C:9]3[CH:14]=[CH:13][C:12]([C:15]#[N:16])=[CH:11][CH:10]=3)[O:8][C:4]=2[CH:3]=1.[CH3:24][S:25](Cl)(=[O:27])=[O:26]. (3) Given the product [OH:4][CH2:5][CH2:6][N:7]1[C:15]([C:16]([OH:19])([CH3:18])[CH3:17])=[N:14][C:13]2[C:8]1=[N:9][C:10]([C:31]1[CH:32]=[CH:33][CH:34]=[C:35]3[C:30]=1[CH:29]=[CH:28][NH:27]3)=[N:11][C:12]=2[N:20]1[CH2:21][CH2:22][O:23][CH2:24][CH2:25]1, predict the reactants needed to synthesize it. The reactants are: C([O:4][CH2:5][CH2:6][N:7]1[C:15]([C:16]([OH:19])([CH3:18])[CH3:17])=[N:14][C:13]2[C:8]1=[N:9][C:10](Cl)=[N:11][C:12]=2[N:20]1[CH2:25][CH2:24][O:23][CH2:22][CH2:21]1)(=O)C.[NH:27]1[C:35]2[CH:34]=[CH:33][CH:32]=[C:31](B(O)O)[C:30]=2[CH:29]=[CH:28]1. (4) Given the product [ClH:54].[C:1]([C:3]1[CH:8]=[CH:7][CH:6]=[CH:5][C:4]=1[N:9]1[C:17]2[C:12](=[CH:13][CH:14]=[CH:15][CH:16]=2)[C:11]([CH2:18][N:19]2[C:25](=[O:26])[C@@H:24]([NH:27][C:28](=[O:40])[C@@H:29]([NH:31][CH3:32])[CH3:30])[C@H:23]([CH3:41])[N:22]([C:42]([CH:44]3[CH2:45][CH2:46][O:47][CH2:48][CH2:49]3)=[O:43])[C:21]3[CH:50]=[CH:51][CH:52]=[CH:53][C:20]2=3)=[N:10]1)#[N:2], predict the reactants needed to synthesize it. The reactants are: [C:1]([C:3]1[CH:8]=[CH:7][CH:6]=[CH:5][C:4]=1[N:9]1[C:17]2[C:12](=[CH:13][CH:14]=[CH:15][CH:16]=2)[C:11]([CH2:18][N:19]2[C:25](=[O:26])[C@@H:24]([NH:27][C:28](=[O:40])[C@@H:29]([N:31](C)[C:32](=O)OC(C)(C)C)[CH3:30])[C@H:23]([CH3:41])[N:22]([C:42]([CH:44]3[CH2:49][CH2:48][O:47][CH2:46][CH2:45]3)=[O:43])[C:21]3[CH:50]=[CH:51][CH:52]=[CH:53][C:20]2=3)=[N:10]1)#[N:2].[ClH:54]. (5) Given the product [C:1]12([CH2:11][O:12][C:13]3[C:22]([CH:23]4[CH2:24][CH2:25]4)=[CH:21][C:16]4[C:17]([NH:20][S:27]([CH3:26])(=[O:29])=[O:28])=[N:18][O:19][C:15]=4[CH:14]=3)[CH2:2][CH:3]3[CH2:4][CH:5]([CH2:6][CH:7]([CH2:9]3)[CH2:8]1)[CH2:10]2, predict the reactants needed to synthesize it. The reactants are: [C:1]12([CH2:11][O:12][C:13]3[C:22]([CH:23]4[CH2:25][CH2:24]4)=[CH:21][C:16]4[C:17]([NH2:20])=[N:18][O:19][C:15]=4[CH:14]=3)[CH2:10][CH:5]3[CH2:6][CH:7]([CH2:9][CH:3]([CH2:4]3)[CH2:2]1)[CH2:8]2.[CH3:26][S:27](Cl)(=[O:29])=[O:28].C(N(CC)CC)C.